Dataset: NCI-60 drug combinations with 297,098 pairs across 59 cell lines. Task: Regression. Given two drug SMILES strings and cell line genomic features, predict the synergy score measuring deviation from expected non-interaction effect. (1) Drug 1: CCCCCOC(=O)NC1=NC(=O)N(C=C1F)C2C(C(C(O2)C)O)O. Drug 2: CC1CCC2CC(C(=CC=CC=CC(CC(C(=O)C(C(C(=CC(C(=O)CC(OC(=O)C3CCCCN3C(=O)C(=O)C1(O2)O)C(C)CC4CCC(C(C4)OC)O)C)C)O)OC)C)C)C)OC. Cell line: LOX IMVI. Synergy scores: CSS=-3.83, Synergy_ZIP=1.96, Synergy_Bliss=-0.608, Synergy_Loewe=-2.03, Synergy_HSA=-3.78. (2) Drug 1: CC12CCC3C(C1CCC2=O)CC(=C)C4=CC(=O)C=CC34C. Drug 2: CC1C(C(=O)NC(C(=O)N2CCCC2C(=O)N(CC(=O)N(C(C(=O)O1)C(C)C)C)C)C(C)C)NC(=O)C3=C4C(=C(C=C3)C)OC5=C(C(=O)C(=C(C5=N4)C(=O)NC6C(OC(=O)C(N(C(=O)CN(C(=O)C7CCCN7C(=O)C(NC6=O)C(C)C)C)C)C(C)C)C)N)C. Cell line: NCI-H226. Synergy scores: CSS=32.8, Synergy_ZIP=-0.337, Synergy_Bliss=5.75, Synergy_Loewe=5.84, Synergy_HSA=5.63. (3) Drug 1: CC1OCC2C(O1)C(C(C(O2)OC3C4COC(=O)C4C(C5=CC6=C(C=C35)OCO6)C7=CC(=C(C(=C7)OC)O)OC)O)O. Drug 2: C1=NC2=C(N=C(N=C2N1C3C(C(C(O3)CO)O)F)Cl)N. Cell line: LOX IMVI. Synergy scores: CSS=51.4, Synergy_ZIP=-1.69, Synergy_Bliss=-3.04, Synergy_Loewe=-2.21, Synergy_HSA=-1.34. (4) Drug 1: CC1=C(C=C(C=C1)NC2=NC=CC(=N2)N(C)C3=CC4=NN(C(=C4C=C3)C)C)S(=O)(=O)N.Cl. Drug 2: CS(=O)(=O)CCNCC1=CC=C(O1)C2=CC3=C(C=C2)N=CN=C3NC4=CC(=C(C=C4)OCC5=CC(=CC=C5)F)Cl. Cell line: OVCAR-8. Synergy scores: CSS=9.27, Synergy_ZIP=4.69, Synergy_Bliss=7.32, Synergy_Loewe=4.65, Synergy_HSA=6.32. (5) Synergy scores: CSS=-4.56, Synergy_ZIP=3.48, Synergy_Bliss=5.44, Synergy_Loewe=-6.80, Synergy_HSA=-6.08. Cell line: NCI/ADR-RES. Drug 2: CCN(CC)CCCC(C)NC1=C2C=C(C=CC2=NC3=C1C=CC(=C3)Cl)OC. Drug 1: CC(C)(C#N)C1=CC(=CC(=C1)CN2C=NC=N2)C(C)(C)C#N. (6) Drug 1: CCCS(=O)(=O)NC1=C(C(=C(C=C1)F)C(=O)C2=CNC3=C2C=C(C=N3)C4=CC=C(C=C4)Cl)F. Drug 2: C(CN)CNCCSP(=O)(O)O. Cell line: SK-OV-3. Synergy scores: CSS=0.930, Synergy_ZIP=0.533, Synergy_Bliss=1.86, Synergy_Loewe=0.379, Synergy_HSA=0.697. (7) Drug 1: CC1CCC2CC(C(=CC=CC=CC(CC(C(=O)C(C(C(=CC(C(=O)CC(OC(=O)C3CCCCN3C(=O)C(=O)C1(O2)O)C(C)CC4CCC(C(C4)OC)O)C)C)O)OC)C)C)C)OC. Drug 2: C1CC(=O)NC(=O)C1N2C(=O)C3=CC=CC=C3C2=O. Cell line: NCI-H322M. Synergy scores: CSS=5.53, Synergy_ZIP=-1.29, Synergy_Bliss=-0.367, Synergy_Loewe=-4.92, Synergy_HSA=-1.11. (8) Drug 1: CC12CCC3C(C1CCC2=O)CC(=C)C4=CC(=O)C=CC34C. Drug 2: CC1C(C(CC(O1)OC2CC(CC3=C2C(=C4C(=C3O)C(=O)C5=C(C4=O)C(=CC=C5)OC)O)(C(=O)CO)O)N)O.Cl. Cell line: RPMI-8226. Synergy scores: CSS=45.0, Synergy_ZIP=1.56, Synergy_Bliss=1.81, Synergy_Loewe=2.55, Synergy_HSA=3.36. (9) Drug 1: C1=NC2=C(N=C(N=C2N1C3C(C(C(O3)CO)O)F)Cl)N. Drug 2: CCN(CC)CCNC(=O)C1=C(NC(=C1C)C=C2C3=C(C=CC(=C3)F)NC2=O)C. Cell line: ACHN. Synergy scores: CSS=9.82, Synergy_ZIP=-2.38, Synergy_Bliss=1.03, Synergy_Loewe=-5.00, Synergy_HSA=-1.99. (10) Drug 1: C1CC(=O)NC(=O)C1N2CC3=C(C2=O)C=CC=C3N. Drug 2: CC1C(C(CC(O1)OC2CC(CC3=C2C(=C4C(=C3O)C(=O)C5=C(C4=O)C(=CC=C5)OC)O)(C(=O)CO)O)N)O.Cl. Cell line: K-562. Synergy scores: CSS=35.6, Synergy_ZIP=1.21, Synergy_Bliss=0.346, Synergy_Loewe=-8.50, Synergy_HSA=0.850.